This data is from Reaction yield outcomes from USPTO patents with 853,638 reactions. The task is: Predict the reaction yield, written as a fraction of the theoretical maximum amount of product (1.0 means a 100% yield; for example, 0.34 means a 34% yield). (1) The reactants are OO.[Cl:3][C:4]1[CH:5]=[CH:6][C:7]([O:31][CH3:32])=[C:8]([CH:30]=1)[C:9]([NH:11][CH2:12][CH2:13][CH:14]1[CH2:19][CH2:18][N:17]([S:20]([NH:23][C:24]([NH:26][CH:27]2[CH2:29][CH2:28]2)=S)(=[O:22])=[O:21])[CH2:16][CH2:15]1)=[O:10].S([O-])([O-])=[O:34].[Na+].[Na+].Cl. The catalyst is [OH-].[Na+]. The product is [Cl:3][C:4]1[CH:5]=[CH:6][C:7]([O:31][CH3:32])=[C:8]([CH:30]=1)[C:9]([NH:11][CH2:12][CH2:13][CH:14]1[CH2:19][CH2:18][N:17]([S:20]([NH:23][C:24]([NH:26][CH:27]2[CH2:29][CH2:28]2)=[O:34])(=[O:22])=[O:21])[CH2:16][CH2:15]1)=[O:10]. The yield is 0.320. (2) The reactants are [CH3:1][O:2][C:3]1[C:4]([CH2:12][N:13]([CH3:15])[CH3:14])=[C:5]2[C:9](=[CH:10][CH:11]=1)[NH:8][CH:7]=[CH:6]2.CN(C=O)C.[CH3:21][O:22][C:23]1[CH:28]=[CH:27][C:26]([O:29][CH3:30])=[CH:25][C:24]=1[S:31](Cl)(=[O:33])=[O:32]. No catalyst specified. The product is [CH3:21][O:22][C:23]1[CH:28]=[CH:27][C:26]([O:29][CH3:30])=[CH:25][C:24]=1[S:31]([N:8]1[C:9]2[C:5](=[C:4]([CH2:12][N:13]([CH3:14])[CH3:15])[C:3]([O:2][CH3:1])=[CH:11][CH:10]=2)[CH:6]=[CH:7]1)(=[O:32])=[O:33]. The yield is 0.170. (3) The reactants are [Cl:1][C:2]1[CH:3]=[C:4]([C:9]23[C:17](=O)[NH:16][CH2:15][CH:14]2[CH2:13][CH2:12][CH2:11][CH2:10]3)[CH:5]=[CH:6][C:7]=1[Cl:8].B.Cl. The catalyst is C1COCC1. The product is [Cl:1][C:2]1[CH:3]=[C:4]([C:9]23[CH2:10][CH2:11][CH2:12][CH2:13][CH:14]2[CH2:15][NH:16][CH2:17]3)[CH:5]=[CH:6][C:7]=1[Cl:8]. The yield is 0.240. (4) The reactants are Br[C:2]1[CH:7]=[CH:6][C:5]([CH2:8][NH:9][S:10]([CH2:13][C:14]2[CH:19]=[CH:18][CH:17]=[CH:16][CH:15]=2)(=[O:12])=[O:11])=[CH:4][CH:3]=1.COC(C)(C)C.CC(C)([O-])C.[Na+].[N:32]1([C:38](=[O:40])[CH3:39])[CH2:37][CH2:36][NH:35][CH2:34][CH2:33]1. The catalyst is C1(P(C2CCCCC2)C2C=CC=CC=2C2C(OC(C)C)=CC=CC=2OC(C)C)CCCCC1.O1CCOCC1. The product is [C:38]([N:32]1[CH2:37][CH2:36][N:35]([C:2]2[CH:7]=[CH:6][C:5]([CH2:8][NH:9][S:10]([CH2:13][C:14]3[CH:19]=[CH:18][CH:17]=[CH:16][CH:15]=3)(=[O:12])=[O:11])=[CH:4][CH:3]=2)[CH2:34][CH2:33]1)(=[O:40])[CH3:39]. The yield is 0.480.